From a dataset of Catalyst prediction with 721,799 reactions and 888 catalyst types from USPTO. Predict which catalyst facilitates the given reaction. (1) Reactant: [F:1][C:2]1[N:7]=[CH:6][C:5]([NH2:8])=[CH:4][CH:3]=1.C([Mg]Cl)(C)C.[CH:14]1([C:17]2[CH:21]=[C:20]([NH:22][C:23]3[C:32]4[CH2:31][CH2:30][CH2:29][CH2:28][C:27]=4[N:26]=[C:25]([N:33]4[CH2:37][CH2:36][CH2:35][CH:34]4[C:38](OC)=[O:39])[N:24]=3)[NH:19][N:18]=2)[CH2:16][CH2:15]1. Product: [CH:14]1([C:17]2[NH:18][N:19]=[C:20]([NH:22][C:23]3[C:32]4[CH2:31][CH2:30][CH2:29][CH2:28][C:27]=4[N:26]=[C:25]([N:33]4[CH2:37][CH2:36][CH2:35][C@@H:34]4[C:38]([NH:8][C:5]4[CH:6]=[N:7][C:2]([F:1])=[CH:3][CH:4]=4)=[O:39])[N:24]=3)[CH:21]=2)[CH2:16][CH2:15]1. The catalyst class is: 1. (2) Reactant: [CH3:1][N:2]([CH2:4][CH2:5][C:6]([CH3:9])([CH3:8])[CH3:7])[CH3:3].[Br:10][CH2:11][CH2:12][C:13]([CH3:16])([CH3:15])[CH3:14].C(O)(C)C.C(=O)([O-])[O-].[Na+].[Na+]. Product: [Br-:10].[CH3:1][N+:2]([CH3:3])([CH2:4][CH2:5][C:6]([CH3:9])([CH3:8])[CH3:7])[CH2:11][CH2:12][C:13]([CH3:16])([CH3:15])[CH3:14]. The catalyst class is: 27.